From a dataset of Full USPTO retrosynthesis dataset with 1.9M reactions from patents (1976-2016). Predict the reactants needed to synthesize the given product. (1) Given the product [O:12]=[O:13].[N:10]#[N:11].[OH2:3].[N:10]#[N:11].[O:12]=[O+:13][O-:3].[N:10]#[N:11], predict the reactants needed to synthesize it. The reactants are: C(CC(=O)C)(=[O:3])C.[H][H].[N:10]#[N:11].[O:12]=[O:13]. (2) The reactants are: [C:1]([NH:11][CH2:12][CH2:13][C:14]([OH:16])=O)([O:3][CH2:4][C:5]1[CH:10]=[CH:9][CH:8]=[CH:7][CH:6]=1)=[O:2].CN(C(ON1N=NC2C1=CC=CC=2)=[N+](C)C)C.F[P-](F)(F)(F)(F)F.ON1C2C=CC=CC=2N=N1.C(N(C(C)C)CC)(C)C.[C:60]([C:62]1[CH:63]=[C:64]([CH:87]([CH3:89])[CH3:88])[C:65]2[O:69][C:68]([C:70]3[CH:85]=[CH:84][C:73]([C:74]([NH:76][CH2:77][CH:78]4[CH2:83][CH2:82][NH:81][CH2:80][CH2:79]4)=[O:75])=[CH:72][CH:71]=3)=[N:67][C:66]=2[CH:86]=1)#[N:61]. Given the product [C:60]([C:62]1[CH:63]=[C:64]([CH:87]([CH3:89])[CH3:88])[C:65]2[O:69][C:68]([C:70]3[CH:71]=[CH:72][C:73]([C:74]([NH:76][CH2:77][CH:78]4[CH2:83][CH2:82][N:81]([C:14](=[O:16])[CH2:13][CH2:12][NH:11][C:1](=[O:2])[O:3][CH2:4][C:5]5[CH:6]=[CH:7][CH:8]=[CH:9][CH:10]=5)[CH2:80][CH2:79]4)=[O:75])=[CH:84][CH:85]=3)=[N:67][C:66]=2[CH:86]=1)#[N:61], predict the reactants needed to synthesize it. (3) Given the product [CH2:11]([C:5]1[S:1][C:2]2[CH:9]=[CH:8][CH:7]=[CH:6][C:3]=2[CH:4]=1)[CH3:12], predict the reactants needed to synthesize it. The reactants are: [S:1]1[CH:5]=[CH:4][C:3]2[CH:6]=[CH:7][CH:8]=[CH:9][C:2]1=2.[Li][C:11](C)(C)[CH3:12].ICC. (4) The reactants are: Br[CH2:2][C:3](Br)=[O:4].[CH2:6]([NH:13][CH2:14][CH3:15])[C:7]1[CH:12]=[CH:11][CH:10]=[CH:9][CH:8]=1.[CH3:16][O:17][C:18]1[N:23]=[CH:22][C:21]([NH:24][S:25]([C:28]2[CH:33]=[CH:32][CH:31]=[CH:30][C:29]=2[CH3:34])(=[O:27])=[O:26])=[CH:20][CH:19]=1. Given the product [CH2:6]([N:13]([CH2:14][CH3:15])[C:3](=[O:4])[CH2:2][N:24]([C:21]1[CH:22]=[N:23][C:18]([O:17][CH3:16])=[CH:19][CH:20]=1)[S:25]([C:28]1[C:29]([CH3:34])=[CH:30][CH:31]=[CH:32][CH:33]=1)(=[O:26])=[O:27])[C:7]1[CH:12]=[CH:11][CH:10]=[CH:9][CH:8]=1, predict the reactants needed to synthesize it. (5) Given the product [NH2:17][C:15]([NH:14][C:12]1[S:13][C:9]([C:6]2[CH:5]=[CH:4][C:3]([O:2][CH3:1])=[CH:8][CH:7]=2)=[CH:10][C:11]=1[C:24]([NH:46][C@H:41]1[CH2:42][CH2:43][CH2:44][CH2:45][N:39]([C:37]([O:36][C:32]([CH3:35])([CH3:34])[CH3:33])=[O:38])[CH2:40]1)=[O:26])=[O:16], predict the reactants needed to synthesize it. The reactants are: [CH3:1][O:2][C:3]1[CH:8]=[CH:7][C:6]([C:9]2[S:13][C:12]([NH:14][C:15]([NH:17]C(=O)C(Cl)(Cl)Cl)=[O:16])=[C:11]([C:24]([O:26]C)=O)[CH:10]=2)=[CH:5][CH:4]=1.C[Al](C)C.[C:32]([O:36][C:37]([N:39]1[CH2:45][CH2:44][CH2:43][CH2:42][C@H:41]([NH2:46])[CH2:40]1)=[O:38])([CH3:35])([CH3:34])[CH3:33].[C@H](O)(C([O-])=O)[C@@H](O)C([O-])=O.[Na+].[K+]. (6) The reactants are: [CH2:1]([O:8][C:9]1[CH:24]=[CH:23][C:12]([CH2:13][NH:14][CH2:15][CH2:16][C:17]2[CH:22]=[CH:21][CH:20]=[CH:19][N:18]=2)=[CH:11][C:10]=1[C:25](OCC1C=CC=CC=1)=[O:26])[C:2]1[CH:7]=[CH:6][CH:5]=[CH:4][CH:3]=1.[H-].[H-].[H-].[H-].[Li+].[Al+3]. Given the product [CH2:1]([O:8][C:9]1[CH:24]=[CH:23][C:12]([CH2:13][NH:14][CH2:15][CH2:16][C:17]2[CH:22]=[CH:21][CH:20]=[CH:19][N:18]=2)=[CH:11][C:10]=1[CH2:25][OH:26])[C:2]1[CH:7]=[CH:6][CH:5]=[CH:4][CH:3]=1, predict the reactants needed to synthesize it. (7) The reactants are: [CH3:1][CH:2]([NH2:9])[C:3]1[CH:8]=[CH:7][CH:6]=[CH:5][CH:4]=1.[CH:27]1[CH:32]=[CH:31][C:30](C(O[C@H](C(O)=O)[C@H](OC([C:27]2[CH:32]=[CH:31][CH:30]=[CH:29][CH:28]=2)=O)C(O)=O)=O)=[CH:29][CH:28]=1.C1C=CC(C(O[C@@H](C(O)=O)[C@@H](OC(C2C=CC=CC=2)=O)C(O)=O)=O)=CC=1. Given the product [C:3]1([C@H:2]([N:9]2[CH2:27][C@@H:32]3[CH2:28][C@H:29]2[CH:30]=[CH:31]3)[CH3:1])[CH:8]=[CH:7][CH:6]=[CH:5][CH:4]=1, predict the reactants needed to synthesize it.